Task: Predict the reaction yield, written as a fraction of the theoretical maximum amount of product (1.0 means a 100% yield; for example, 0.34 means a 34% yield).. Dataset: Reaction yield outcomes from USPTO patents with 853,638 reactions (1) The reactants are [CH3:1][CH2:2][C:3]([N:26]([CH3:28])[CH3:27])([C:20]1[CH:21]=[CH:22][CH:23]=[CH:24][CH:25]=1)[CH2:4][O:5][C:6]([C:8]1[CH:9]=[C:10]([O:18][CH3:19])[C:11]([O:16][CH3:17])=[C:12]([O:14][CH3:15])[CH:13]=1)=[O:7].[C:29]([C:32]1[CH:33]=[C:34]([S:38]([OH:41])(=[O:40])=[O:39])[CH:35]=[CH:36][CH:37]=1)(=[S:31])[NH2:30]. The catalyst is CO. The product is [CH3:1][CH2:2][C:3]([N:26]([CH3:28])[CH3:27])([C:20]1[CH:25]=[CH:24][CH:23]=[CH:22][CH:21]=1)[CH2:4][O:5][C:6]([C:8]1[CH:13]=[C:12]([O:14][CH3:15])[C:11]([O:16][CH3:17])=[C:10]([O:18][CH3:19])[CH:9]=1)=[O:7].[C:29]([C:32]1[CH:33]=[C:34]([S:38]([O-:41])(=[O:40])=[O:39])[CH:35]=[CH:36][CH:37]=1)(=[S:31])[NH2:30]. The yield is 0.850. (2) The catalyst is ClCCl.[O-2].[O-2].[Mn+4]. The reactants are [Br:1][C:2]1[O:6][C:5]([C:7]2[C:16]([CH:17]([OH:20])[C:18]#[CH:19])=[C:10]3[CH:11]=[CH:12][CH:13]=[C:14]([Cl:15])[N:9]3[N:8]=2)=[CH:4][CH:3]=1. The product is [Br:1][C:2]1[O:6][C:5]([C:7]2[C:16]([C:17](=[O:20])[C:18]#[CH:19])=[C:10]3[CH:11]=[CH:12][CH:13]=[C:14]([Cl:15])[N:9]3[N:8]=2)=[CH:4][CH:3]=1. The yield is 0.320. (3) The reactants are [CH3:1][NH:2][C:3](=[O:13])[C:4]1[C:9]([N+:10]([O-])=O)=[CH:8][CH:7]=[CH:6][N:5]=1.[H][H]. The catalyst is CO.[Pd]. The product is [NH2:10][C:9]1[C:4]([C:3]([NH:2][CH3:1])=[O:13])=[N:5][CH:6]=[CH:7][CH:8]=1. The yield is 1.00.